This data is from Catalyst prediction with 721,799 reactions and 888 catalyst types from USPTO. The task is: Predict which catalyst facilitates the given reaction. Reactant: [OH:1][C:2]1[CH:3]=[C:4]([CH2:8][CH2:9][CH2:10][NH:11][C:12]2[N:17]=[C:16]([CH3:18])[C:15]([C:19]([NH:21][C@@H:22]([CH2:26][NH:27][C:28]([C:30]3[S:31][CH:32]=[CH:33][CH:34]=3)=[O:29])[C:23]([OH:25])=[O:24])=[O:20])=[C:14]([CH3:35])[N:13]=2)[CH:5]=[CH:6][CH:7]=1.S(Cl)(Cl)=O.O[CH2:41][CH2:42][N:43]1[CH2:48][CH2:47][O:46][CH2:45][CH2:44]1.C(N(CC)CC)C. Product: [N:43]1([CH2:42][CH2:41][O:24][C:23](=[O:25])[C@@H:22]([NH:21][C:19]([C:15]2[C:16]([CH3:18])=[N:17][C:12]([NH:11][CH2:10][CH2:9][CH2:8][C:4]3[CH:5]=[CH:6][CH:7]=[C:2]([OH:1])[CH:3]=3)=[N:13][C:14]=2[CH3:35])=[O:20])[CH2:26][NH:27][C:28]([C:30]2[S:31][CH:32]=[CH:33][CH:34]=2)=[O:29])[CH2:48][CH2:47][O:46][CH2:45][CH2:44]1. The catalyst class is: 12.